Dataset: HIV replication inhibition screening data with 41,000+ compounds from the AIDS Antiviral Screen. Task: Binary Classification. Given a drug SMILES string, predict its activity (active/inactive) in a high-throughput screening assay against a specified biological target. The drug is Sc1ccccc1N=Cc1cccs1. The result is 0 (inactive).